The task is: Regression. Given a peptide amino acid sequence and an MHC pseudo amino acid sequence, predict their binding affinity value. This is MHC class II binding data.. This data is from Peptide-MHC class II binding affinity with 134,281 pairs from IEDB. The peptide sequence is KESWGAIWRIDT. The MHC is DRB1_1101 with pseudo-sequence DRB1_1101. The binding affinity (normalized) is 0.534.